From a dataset of Reaction yield outcomes from USPTO patents with 853,638 reactions. Predict the reaction yield, written as a fraction of the theoretical maximum amount of product (1.0 means a 100% yield; for example, 0.34 means a 34% yield). (1) The reactants are [F:1][C:2]1[CH:3]=[C:4]([NH2:24])[CH:5]=[CH:6][C:7]=1[O:8][C:9]1[CH:14]=[CH:13][N:12]=[C:11]2[CH:15]=[C:16]([C:18]3[N:19]([CH3:23])[CH:20]=[CH:21][N:22]=3)[S:17][C:10]=12.[F:25][C:26]1[CH:31]=[CH:30][CH:29]=[CH:28][C:27]=1[CH2:32][C:33]([N:35]=[C:36]=[S:37])=[O:34].[ClH:38]. The catalyst is C1COCC1.CO. The product is [ClH:38].[ClH:38].[F:1][C:2]1[CH:3]=[C:4]([NH:24][C:36]([NH:35][C:33](=[O:34])[CH2:32][C:27]2[CH:28]=[CH:29][CH:30]=[CH:31][C:26]=2[F:25])=[S:37])[CH:5]=[CH:6][C:7]=1[O:8][C:9]1[CH:14]=[CH:13][N:12]=[C:11]2[CH:15]=[C:16]([C:18]3[N:19]([CH3:23])[CH:20]=[CH:21][N:22]=3)[S:17][C:10]=12. The yield is 0.450. (2) The reactants are [CH2:1]([O:8][C:9]1[CH:14]=[CH:13][N:12]([C:15]2[CH:16]=[N:17][C:18](Cl)=[CH:19][CH:20]=2)[C:11](=[O:22])[CH:10]=1)[C:2]1[CH:7]=[CH:6][CH:5]=[CH:4][CH:3]=1.[CH3:23][N:24]([CH3:31])[CH:25]1[CH2:30][CH2:29][NH:28][CH2:27][CH2:26]1.[F-].[Cs+].CCOC(C)=O. The catalyst is CS(C)=O.O. The product is [CH2:1]([O:8][C:9]1[CH:14]=[CH:13][N:12]([C:15]2[CH:16]=[N:17][C:18]([N:28]3[CH2:29][CH2:30][CH:25]([N:24]([CH3:31])[CH3:23])[CH2:26][CH2:27]3)=[CH:19][CH:20]=2)[C:11](=[O:22])[CH:10]=1)[C:2]1[CH:7]=[CH:6][CH:5]=[CH:4][CH:3]=1. The yield is 0.490. (3) The reactants are [CH3:1][S:2]([C:5]1[CH:13]=[CH:12][C:8]([C:9]([OH:11])=O)=[CH:7][CH:6]=1)(=[O:4])=[O:3].C1N=CN(C(N2C=NC=C2)=O)C=1.CS(O)(=O)=O.[NH2:31][CH2:32][C:33]1[CH:34]=[C:35]2[C:39](=[CH:40][CH:41]=1)[C:38](=[O:42])[N:37]([CH:43]1[CH2:48][CH2:47][C:46](=[O:49])[NH:45][C:44]1=[O:50])[CH2:36]2. The catalyst is CN(C=O)C. The product is [O:50]=[C:44]1[CH:43]([N:37]2[CH2:36][C:35]3[C:39](=[CH:40][CH:41]=[C:33]([CH2:32][NH:31][C:9](=[O:11])[C:8]4[CH:7]=[CH:6][C:5]([S:2]([CH3:1])(=[O:3])=[O:4])=[CH:13][CH:12]=4)[CH:34]=3)[C:38]2=[O:42])[CH2:48][CH2:47][C:46](=[O:49])[NH:45]1. The yield is 0.710. (4) The reactants are [CH3:1][C:2]1[O:6][N:5]=[C:4]([C:7]2[CH:12]=[CH:11][CH:10]=[CH:9][N:8]=2)[C:3]=1[CH2:13][O:14][C:15]1[CH:16]=[CH:17][C:18]([C:21]([OH:23])=O)=[N:19][CH:20]=1.[CH:24]1([NH2:27])[CH2:26][CH2:25]1. No catalyst specified. The product is [CH:24]1([NH:27][C:21]([C:18]2[CH:17]=[CH:16][C:15]([O:14][CH2:13][C:3]3[C:4]([C:7]4[CH:12]=[CH:11][CH:10]=[CH:9][N:8]=4)=[N:5][O:6][C:2]=3[CH3:1])=[CH:20][N:19]=2)=[O:23])[CH2:26][CH2:25]1. The yield is 0.880. (5) The reactants are [Br:1][C:2]1[N:3]=[CH:4][NH:5][CH:6]=1.CN(C=O)C.[H-].[Na+].Cl[C:15]1[N:20]=[C:19]([N:21]2[CH2:26][CH2:25][O:24][CH2:23][CH2:22]2)[CH:18]=[CH:17][N:16]=1. The catalyst is O. The product is [Br:1][C:2]1[N:3]=[CH:4][N:5]([C:15]2[N:20]=[C:19]([N:21]3[CH2:26][CH2:25][O:24][CH2:23][CH2:22]3)[CH:18]=[CH:17][N:16]=2)[CH:6]=1. The yield is 0.944. (6) The reactants are [Mg].II.Br[C:5]1[CH:10]=[CH:9][C:8]([O:11][CH3:12])=[CH:7][CH:6]=1.COCN[C:17](=[O:48])[CH2:18][CH2:19][CH2:20][CH2:21][O:22][C:23]1[CH:28]=[CH:27][C:26]([S:29]([C:32]2([C:38]([NH:40][O:41]C3CCCCO3)=[O:39])[CH2:37][CH2:36][O:35][CH2:34][CH2:33]2)(=[O:31])=[O:30])=[CH:25][CH:24]=1. The catalyst is O1CCCC1. The product is [OH:41][NH:40][C:38]([C:32]1([S:29]([C:26]2[CH:27]=[CH:28][C:23]([O:22][CH2:21][CH2:20][CH2:19][CH2:18][C:17]([C:5]3[CH:10]=[CH:9][C:8]([O:11][CH3:12])=[CH:7][CH:6]=3)=[O:48])=[CH:24][CH:25]=2)(=[O:30])=[O:31])[CH2:33][CH2:34][O:35][CH2:36][CH2:37]1)=[O:39]. The yield is 0.290.